Dataset: Reaction yield outcomes from USPTO patents with 853,638 reactions. Task: Predict the reaction yield, written as a fraction of the theoretical maximum amount of product (1.0 means a 100% yield; for example, 0.34 means a 34% yield). The reactants are [H-].[Na+].[I:3][C:4]1[CH:9]=[CH:8][C:7]([O:10][CH3:11])=[CH:6][C:5]=1[SH:12].Br[C:14]1[N:15]([CH2:24][CH2:25][CH:26]=[C:27]([CH3:29])[CH3:28])[C:16]2[C:21]([N:22]=1)=[C:20]([NH2:23])[N:19]=[CH:18][N:17]=2. The catalyst is CN(C=O)C. The product is [I:3][C:4]1[CH:9]=[CH:8][C:7]([O:10][CH3:11])=[CH:6][C:5]=1[S:12][C:14]1[N:15]([CH2:24][CH2:25][CH:26]=[C:27]([CH3:29])[CH3:28])[C:16]2[C:21]([N:22]=1)=[C:20]([NH2:23])[N:19]=[CH:18][N:17]=2. The yield is 0.580.